Dataset: Catalyst prediction with 721,799 reactions and 888 catalyst types from USPTO. Task: Predict which catalyst facilitates the given reaction. The catalyst class is: 28. Product: [C:11]1([C:10]([C:18]2[CH:23]=[CH:22][CH:21]=[CH:20][CH:19]=2)([OH:17])[CH2:1][C:2]2[CH:7]=[CH:6][CH:5]=[CH:4][CH:3]=2)[CH:16]=[CH:15][CH:14]=[CH:13][CH:12]=1. Reactant: [CH2:1](Br)[C:2]1[CH:7]=[CH:6][CH:5]=[CH:4][CH:3]=1.[Mg].[C:10]([C:18]1[CH:23]=[CH:22][CH:21]=[CH:20][CH:19]=1)(=[O:17])[C:11]1[CH:16]=[CH:15][CH:14]=[CH:13][CH:12]=1.